This data is from Full USPTO retrosynthesis dataset with 1.9M reactions from patents (1976-2016). The task is: Predict the reactants needed to synthesize the given product. (1) Given the product [CH3:8][O:9][C:10]1[CH:15]=[CH:14][C:13]([CH2:16][C:18]2[CH:23]=[CH:22][C:21]([CH3:24])=[CH:20][CH:19]=2)=[C:12]([CH3:25])[CH:11]=1, predict the reactants needed to synthesize it. The reactants are: [SiH](CC)(CC)CC.[CH3:8][O:9][C:10]1[CH:15]=[CH:14][C:13]([C:16]([C:18]2[CH:23]=[CH:22][C:21]([CH3:24])=[CH:20][CH:19]=2)=O)=[C:12]([CH3:25])[CH:11]=1.B(F)(F)F.CCOCC.C(=O)(O)[O-].[Na+]. (2) The reactants are: [C:1]([O:5][C:6]([N:8]1[CH2:13][CH2:12][C:11](=O)[CH2:10][CH2:9]1)=[O:7])([CH3:4])([CH3:3])[CH3:2].[CH2:15]([N:17]([CH2:21][CH3:22])[CH2:18][CH2:19][NH2:20])[CH3:16]. Given the product [C:1]([O:5][C:6]([N:8]1[CH2:13][CH2:12][CH:11]([NH:20][CH2:19][CH2:18][N:17]([CH2:21][CH3:22])[CH2:15][CH3:16])[CH2:10][CH2:9]1)=[O:7])([CH3:4])([CH3:3])[CH3:2], predict the reactants needed to synthesize it. (3) Given the product [Cl:25][CH2:26][C:27]([NH:1][C:2]1[CH:3]=[C:4]2[C:9](=[CH:10][CH:11]=1)[N:8]=[CH:7][N:6]=[C:5]2[NH:12][C:13]1[CH:17]=[C:16]([C:18]([CH3:21])([CH3:19])[CH3:20])[Se:15][C:14]=1[C:22]([NH2:24])=[O:23])=[O:28], predict the reactants needed to synthesize it. The reactants are: [NH2:1][C:2]1[CH:3]=[C:4]2[C:9](=[CH:10][CH:11]=1)[N:8]=[CH:7][N:6]=[C:5]2[NH:12][C:13]1[CH:17]=[C:16]([C:18]([CH3:21])([CH3:20])[CH3:19])[Se:15][C:14]=1[C:22]([NH2:24])=[O:23].[Cl:25][CH2:26][C:27](Cl)=[O:28]. (4) Given the product [C:30]([O:34][C:35](=[O:40])[NH:36][CH2:37][CH2:38][NH:39][C:3]([C:5]1[C:6]([OH:29])=[C:7]2[C:12](=[CH:13][N:14]=1)[N:11]([CH2:15][C:16]1[CH:17]=[CH:18][CH:19]=[CH:20][CH:21]=1)[C:10](=[O:22])[C:9]([C:23]1[CH:28]=[CH:27][CH:26]=[CH:25][CH:24]=1)=[CH:8]2)=[O:4])([CH3:33])([CH3:31])[CH3:32], predict the reactants needed to synthesize it. The reactants are: CO[C:3]([C:5]1[C:6]([OH:29])=[C:7]2[C:12](=[CH:13][N:14]=1)[N:11]([CH2:15][C:16]1[CH:21]=[CH:20][CH:19]=[CH:18][CH:17]=1)[C:10](=[O:22])[C:9]([C:23]1[CH:28]=[CH:27][CH:26]=[CH:25][CH:24]=1)=[CH:8]2)=[O:4].[C:30]([O:34][C:35](=[O:40])[NH:36][CH2:37][CH2:38][NH2:39])([CH3:33])([CH3:32])[CH3:31]. (5) The reactants are: [NH:1]1[C:9]2[C:4](=[CH:5][CH:6]=[CH:7][CH:8]=2)[CH2:3][C:2]1=[O:10].[CH2:11]([O:13][C:14]([C:16]1[C:17]([CH3:24])=[C:18]([CH:22]=O)[NH:19][C:20]=1[CH3:21])=[O:15])[CH3:12]. Given the product [CH3:21][C:20]1[NH:19][C:18]([CH:22]=[C:3]2[C:4]3[C:9](=[CH:8][CH:7]=[CH:6][CH:5]=3)[NH:1][C:2]2=[O:10])=[C:17]([CH3:24])[C:16]=1[C:14]([O:13][CH2:11][CH3:12])=[O:15], predict the reactants needed to synthesize it. (6) Given the product [OH:15][CH:14]([C:16]1[C@H:21]([C:22]([O:24][CH:25]([C:26]2[CH:27]=[CH:28][CH:29]=[CH:30][CH:31]=2)[C:32]2[CH:37]=[CH:36][CH:35]=[CH:34][CH:33]=2)=[O:23])[N:20]2[C:38](=[O:50])[C@@H:39]([NH:40][C:41](=[O:49])[CH2:42][C:43]3[CH:44]=[CH:45][CH:46]=[CH:47][CH:48]=3)[C@H:19]2[S:18][CH:17]=1)[CH2:9][CH:7]=[CH2:4], predict the reactants needed to synthesize it. The reactants are: B(O)O.[C:4]([CH:7]([CH:9](C(O)=O)O)O)(O)=O.[CH:14]([C:16]1[C@H:21]([C:22]([O:24][CH:25]([C:32]2[CH:37]=[CH:36][CH:35]=[CH:34][CH:33]=2)[C:26]2[CH:31]=[CH:30][CH:29]=[CH:28][CH:27]=2)=[O:23])[N:20]2[C:38](=[O:50])[C@@H:39]([NH:40][C:41](=[O:49])[CH2:42][C:43]3[CH:48]=[CH:47][CH:46]=[CH:45][CH:44]=3)[C@H:19]2[S:18][CH:17]=1)=[O:15].O.C(OCC)(=O)C.